From a dataset of Reaction yield outcomes from USPTO patents with 853,638 reactions. Predict the reaction yield, written as a fraction of the theoretical maximum amount of product (1.0 means a 100% yield; for example, 0.34 means a 34% yield). (1) The reactants are [S:1]1[CH:5]=[CH:4][CH:3]=[C:2]1[CH2:6][C:7]#[N:8].C1C(=O)N([Br:16])C(=O)C1.O. The catalyst is CN(C=O)C. The product is [Br:16][C:5]1[S:1][C:2]([CH2:6][C:7]#[N:8])=[CH:3][CH:4]=1. The yield is 0.600. (2) The reactants are [C:1]([Cl:6])(=O)[C:2](Cl)=[O:3].[ClH:7].[CH:8]1([C@H:11]([NH:15][CH2:16][C:17]#[N:18])[CH2:12][O:13][CH3:14])[CH2:10][CH2:9]1. The catalyst is O1CCOCC1.C(Cl)Cl. The product is [Cl:6][C:1]1[C:2](=[O:3])[N:15]([C@@H:11]([CH:8]2[CH2:10][CH2:9]2)[CH2:12][O:13][CH3:14])[CH:16]=[C:17]([Cl:7])[N:18]=1. The yield is 0.690. (3) The reactants are [C:1]([O:5][C:6]([N:8]1[CH2:13][CH2:12][N:11]([C:14]2[C:23]([CH:24]3[CH2:26][CH2:25]3)=[C:22]3[C:17]([CH:18]=[C:19]([C:27]([O:29]CC)=[O:28])[N:20]=[CH:21]3)=[CH:16][CH:15]=2)[CH2:10][CH2:9]1)=[O:7])([CH3:4])([CH3:3])[CH3:2].[OH-].[Na+]. The catalyst is CCO.C1COCC1. The product is [C:1]([O:5][C:6]([N:8]1[CH2:13][CH2:12][N:11]([C:14]2[C:23]([CH:24]3[CH2:25][CH2:26]3)=[C:22]3[C:17]([CH:18]=[C:19]([C:27]([OH:29])=[O:28])[N:20]=[CH:21]3)=[CH:16][CH:15]=2)[CH2:10][CH2:9]1)=[O:7])([CH3:4])([CH3:2])[CH3:3]. The yield is 0.950. (4) The reactants are [F:1][C:2]1[CH:7]=[C:6]([CH2:8][O:9][CH3:10])[CH:5]=[C:4]([F:11])[C:3]=1[C:12]1[N:17]=[C:16]([C:18]([O:20]C)=[O:19])[CH:15]=[CH:14][C:13]=1[F:22].C1COCC1.[OH-].[Na+]. The catalyst is CO. The product is [F:1][C:2]1[CH:7]=[C:6]([CH2:8][O:9][CH3:10])[CH:5]=[C:4]([F:11])[C:3]=1[C:12]1[N:17]=[C:16]([C:18]([OH:20])=[O:19])[CH:15]=[CH:14][C:13]=1[F:22]. The yield is 0.982. (5) The reactants are [F:1][C:2]1[CH:7]=[C:6]([I:8])[CH:5]=[CH:4][C:3]=1[NH:9][C:10]1[C:19]([F:20])=[C:18]2[C:13]([C:14]([CH3:21])=[N:15][CH:16]=[N:17]2)=[CH:12][C:11]=1[C:22]([O:24]C)=[O:23].[Li+].[OH-]. The catalyst is C1COCC1.O. The product is [F:1][C:2]1[CH:7]=[C:6]([I:8])[CH:5]=[CH:4][C:3]=1[NH:9][C:10]1[C:19]([F:20])=[C:18]2[C:13]([C:14]([CH3:21])=[N:15][CH:16]=[N:17]2)=[CH:12][C:11]=1[C:22]([OH:24])=[O:23]. The yield is 0.960. (6) The reactants are [NH2:1][C:2]1[CH:23]=[CH:22][C:5]([O:6][C:7]2[CH:8]=[CH:9][C:10]3[N:11]([CH:13]=[C:14]([NH:16][C:17]([CH:19]4[CH2:21][CH2:20]4)=[O:18])[N:15]=3)[CH:12]=2)=[CH:4][CH:3]=1.[F:24][C:25]1[CH:30]=[CH:29][C:28]([N:31]2[CH:36]=[CH:35][CH:34]=[C:33]([C:37](O)=[O:38])[C:32]2=[O:40])=[CH:27][CH:26]=1.CN(C(ON1N=NC2C=CC=NC1=2)=[N+](C)C)C.F[P-](F)(F)(F)(F)F.C(N(CC)C(C)C)(C)C. The catalyst is CN(C)C(=O)C. The product is [CH:19]1([C:17]([NH:16][C:14]2[N:15]=[C:10]3[CH:9]=[CH:8][C:7]([O:6][C:5]4[CH:22]=[CH:23][C:2]([NH:1][C:37]([C:33]5[C:32](=[O:40])[N:31]([C:28]6[CH:27]=[CH:26][C:25]([F:24])=[CH:30][CH:29]=6)[CH:36]=[CH:35][CH:34]=5)=[O:38])=[CH:3][CH:4]=4)=[CH:12][N:11]3[CH:13]=2)=[O:18])[CH2:20][CH2:21]1. The yield is 0.710. (7) The reactants are CO[C:3](=O)[CH2:4][CH2:5][C@H:6]([NH2:37])[C:7](=[O:36])[NH:8][C:9]1[CH:10]=[C:11]2[C:16](=[CH:17][CH:18]=1)[N:15]=[CH:14][N:13]=[C:12]2[NH:19][C:20]1[CH:25]=[CH:24][C:23]([O:26][CH2:27][C:28]2[CH:33]=[CH:32][CH:31]=[C:30]([F:34])[CH:29]=2)=[C:22]([Cl:35])[CH:21]=1.ClC1C=C(NC2C3C(=CC=C(N)C=3)N=CN=2)C=CC=1OCC1C=CC=C(F)C=1. No catalyst specified. The product is [Cl:35][C:22]1[CH:21]=[C:20]([NH:19][C:12]2[C:11]3[C:16](=[CH:17][CH:18]=[C:9]([NH:8][C:7]([CH:6]4[CH2:5][CH2:4][CH2:3][NH:37]4)=[O:36])[CH:10]=3)[N:15]=[CH:14][N:13]=2)[CH:25]=[CH:24][C:23]=1[O:26][CH2:27][C:28]1[CH:33]=[CH:32][CH:31]=[C:30]([F:34])[CH:29]=1. The yield is 0.820. (8) The reactants are FC(F)(F)C(OC(=O)C(F)(F)F)=O.CCN(C(C)C)C(C)C.[F:23][C:24]1[CH:29]=[CH:28][C:27]([C:30]2[O:31][C:32]3[CH:41]=[C:40]([NH:42][S:43]([CH3:46])(=[O:45])=[O:44])[C:39]([O:47][CH:48]([CH3:50])[CH3:49])=[CH:38][C:33]=3[C:34]=2[C:35]([NH2:37])=O)=[CH:26][CH:25]=1. The catalyst is C(Cl)Cl.C1COCC1.CCOC(C)=O. The product is [C:35]([C:34]1[C:33]2[CH:38]=[C:39]([O:47][CH:48]([CH3:50])[CH3:49])[C:40]([NH:42][S:43]([CH3:46])(=[O:45])=[O:44])=[CH:41][C:32]=2[O:31][C:30]=1[C:27]1[CH:26]=[CH:25][C:24]([F:23])=[CH:29][CH:28]=1)#[N:37]. The yield is 0.500.